Dataset: Reaction yield outcomes from USPTO patents with 853,638 reactions. Task: Predict the reaction yield, written as a fraction of the theoretical maximum amount of product (1.0 means a 100% yield; for example, 0.34 means a 34% yield). The reactants are [CH:1](O)([C:8]1[CH:13]=[CH:12][CH:11]=[CH:10][CH:9]=1)[C:2]1[CH:7]=[CH:6][CH:5]=[CH:4][CH:3]=1.N[C:16](N)=[S:17].Br.[NH2+:20]=[C:21](N)[OH:22].[OH-].[K+].ClCC(N)=[O:29].C(O)(=O)C.OO. The catalyst is O1CCCC1.O.O. The product is [CH:5]1[CH:4]=[CH:3][C:2]([CH:1]([S+:17]([O-:29])[CH2:16][C:21]([NH2:20])=[O:22])[C:8]2[CH:13]=[CH:12][CH:11]=[CH:10][CH:9]=2)=[CH:7][CH:6]=1. The yield is 0.804.